This data is from Drug-target binding data from BindingDB using IC50 measurements. The task is: Regression. Given a target protein amino acid sequence and a drug SMILES string, predict the binding affinity score between them. We predict pIC50 (pIC50 = -log10(IC50 in M); higher means more potent). Dataset: bindingdb_ic50. The compound is Cc1cc(=O)oc2cc(OCC(O)CNc3nc4ccc([N+](=O)[O-])cc4s3)ccc12. The target protein sequence is MFSVPGVSGILNRGGGHKIKGTVVLMRKNVLDFNSVADLTKGNVGGLIGTGLNVVGSTLDNLTAFLGRSVALQLISATKPLANGKGKVGKDTFLEGIIVSLPTLGAGESAFNIQFEWDESMGIPGAFYIKNYMQVEFYLKSLTLEDVPNQGTIRFVCNSWVYNTKLYKSVRIFFANHTYVPSETPAALVGYREEELKNLRGDGKGERKEHDRIYDYDVYNDLGNPDHGENFARPILGGSSTHPYPRRGRTGRYPTRKDQNSEKPGEVYVPRDENFGHLKSSDFLAYGIKSLSQYVLPAFESVFDLNFTPNEFDSFQDVRDLHEGGIKLPTEVISTIMPLPVVKELFRTDGEQVLKFPPPHVIQVSKSAWMTDEEFAREMVAGVNPCVIRGLQEFPPKSNLDPTIYGEQTSKITADALDLDGYTVDEALASRRLFMLDYHDVFMPYIRRINQTYAKAYATRTILFLRENGTLKPVAIELSLPHPAGDLSGAVSQVILPAKE.... The pIC50 is 8.5.